This data is from Reaction yield outcomes from USPTO patents with 853,638 reactions. The task is: Predict the reaction yield, written as a fraction of the theoretical maximum amount of product (1.0 means a 100% yield; for example, 0.34 means a 34% yield). (1) The reactants are B(Br)(Br)Br.C1([O:10][C:11]2[C:20]([C:21]3[CH:26]=[CH:25][CH:24]=[CH:23][N:22]=3)=[CH:19][C:14]([C:15]([O:17][CH3:18])=[O:16])=[CH:13][N:12]=2)CCCC1. The catalyst is C(Cl)Cl. The product is [O:10]=[C:11]1[NH:12][CH:13]=[C:14]([C:15]([O:17][CH3:18])=[O:16])[CH:19]=[C:20]1[C:21]1[CH:26]=[CH:25][CH:24]=[CH:23][N:22]=1. The yield is 0.700. (2) The reactants are FC(F)(F)S(O[C:7]1[C:8]([CH3:13])=[N:9][CH:10]=[CH:11][CH:12]=1)(=O)=O.[CH3:16][Si:17]([C:20]#[CH:21])([CH3:19])[CH3:18].C(N(CC)CC)C. The catalyst is CN(C)C=O.C1C=CC(P(C2C=CC=CC=2)C2C=CC=CC=2)=CC=1.C1C=CC(P(C2C=CC=CC=2)C2C=CC=CC=2)=CC=1.Cl[Pd]Cl.[Cu]I. The product is [CH3:13][C:8]1[C:7]([C:21]#[C:20][Si:17]([CH3:19])([CH3:18])[CH3:16])=[CH:12][CH:11]=[CH:10][N:9]=1. The yield is 0.841. (3) The reactants are [F:1][C:2]([F:26])([F:25])[O:3][C:4]1[CH:9]=[CH:8][C:7]([N:10]2[CH:14]=[N:13][C:12]([C:15]3[CH:20]=[CH:19][C:18]([CH2:21][CH2:22][CH2:23][NH2:24])=[CH:17][CH:16]=3)=[N:11]2)=[CH:6][CH:5]=1.[CH:27]([C:30]1[CH:35]=[CH:34][CH:33]=[CH:32][C:31]=1[N:36]=[C:37]=[S:38])([CH3:29])[CH3:28].C(N(CC)CC)C. The catalyst is ClCCl.C(OCC)(=O)C. The product is [CH:27]([C:30]1[CH:35]=[CH:34][CH:33]=[CH:32][C:31]=1[NH:36][C:37]([NH:24][CH2:23][CH2:22][CH2:21][C:18]1[CH:19]=[CH:20][C:15]([C:12]2[N:13]=[CH:14][N:10]([C:7]3[CH:6]=[CH:5][C:4]([O:3][C:2]([F:1])([F:25])[F:26])=[CH:9][CH:8]=3)[N:11]=2)=[CH:16][CH:17]=1)=[S:38])([CH3:29])[CH3:28]. The yield is 0.490.